From a dataset of Peptide-MHC class I binding affinity with 185,985 pairs from IEDB/IMGT. Regression. Given a peptide amino acid sequence and an MHC pseudo amino acid sequence, predict their binding affinity value. This is MHC class I binding data. (1) The peptide sequence is RAPKVRLSL. The MHC is HLA-B35:01 with pseudo-sequence HLA-B35:01. The binding affinity (normalized) is 0. (2) The peptide sequence is LLKILDNLR. The MHC is HLA-A33:01 with pseudo-sequence HLA-A33:01. The binding affinity (normalized) is 0.588. (3) The peptide sequence is VISLLSMITM. The MHC is HLA-A02:01 with pseudo-sequence HLA-A02:01. The binding affinity (normalized) is 0.141. (4) The peptide sequence is KHDFIDNPL. The binding affinity (normalized) is 0.0847. The MHC is HLA-A01:01 with pseudo-sequence HLA-A01:01. (5) The peptide sequence is RMMGVKYLM. The MHC is HLA-C07:02 with pseudo-sequence HLA-C07:02. The binding affinity (normalized) is 0.376. (6) The peptide sequence is WPRHRRLSI. The MHC is HLA-B38:01 with pseudo-sequence HLA-B38:01. The binding affinity (normalized) is 0.0847. (7) The peptide sequence is YHSQGSWYK. The MHC is HLA-B39:01 with pseudo-sequence HLA-B39:01. The binding affinity (normalized) is 0.0847. (8) The MHC is HLA-A26:01 with pseudo-sequence HLA-A26:01. The binding affinity (normalized) is 0.756. The peptide sequence is AVREATAAF. (9) The peptide sequence is RDYVDRFFKTL. The MHC is HLA-A29:02 with pseudo-sequence HLA-A29:02. The binding affinity (normalized) is 0.